Dataset: Full USPTO retrosynthesis dataset with 1.9M reactions from patents (1976-2016). Task: Predict the reactants needed to synthesize the given product. (1) The reactants are: [C:1]([C:3]1[CH:8]=[CH:7][C:6]([NH:9][CH:10]2[CH2:15][CH2:14][CH:13]([O:16][CH2:17][C:18]([OH:20])=O)[CH2:12][CH2:11]2)=[CH:5][C:4]=1[C:21]([F:24])([F:23])[F:22])#[N:2].[CH3:25]CN=C=NCCCN(C)C.Cl.C1C=CC2N(O)N=NC=2C=1.C(N(CC)CC)C.[F:54][C:55]1[CH:56]=[CH:57][C:58]2[O:62][CH:61]([CH2:63][N:64]3[CH2:69][CH2:68][NH:67][CH2:66][CH2:65]3)[CH2:60][C:59]=2[CH:70]=1. Given the product [F:54][C:55]1[CH:56]=[CH:57][C:58]2[O:62][CH:61]([CH2:63][N:64]3[CH2:65][CH2:66][N:67]([CH2:25][C:18](=[O:20])[CH2:17][O:16][CH:13]4[CH2:12][CH2:11][CH:10]([NH:9][C:6]5[CH:7]=[CH:8][C:3]([C:1]#[N:2])=[C:4]([C:21]([F:23])([F:22])[F:24])[CH:5]=5)[CH2:15][CH2:14]4)[CH2:68][CH2:69]3)[CH2:60][C:59]=2[CH:70]=1, predict the reactants needed to synthesize it. (2) The reactants are: [CH2:1]([OH:9])[CH2:2][C:3]1[CH:8]=[CH:7][CH:6]=[CH:5][CH:4]=1.[CH3:10][O:11][C:12](=[O:18])[CH2:13][CH2:14][C:15](Cl)=[O:16].[Cl-].[Al+3].[Cl-].[Cl-].[Na]. Given the product [CH3:10][O:11][C:12](=[O:18])[CH2:13][CH2:14][C:15]([C:6]1[CH:7]=[CH:8][C:3]([CH2:2][CH2:1][OH:9])=[CH:4][CH:5]=1)=[O:16], predict the reactants needed to synthesize it. (3) Given the product [ClH:19].[CH3:1][O:2][C:3](=[O:18])[C@@H:4]([NH2:10])[CH2:5][S:6][CH2:7][CH:8]=[CH2:9], predict the reactants needed to synthesize it. The reactants are: [CH3:1][O:2][C:3](=[O:18])[C@@H:4]([NH:10]C(OC(C)(C)C)=O)[CH2:5][S:6][CH2:7][CH:8]=[CH2:9].[ClH:19]. (4) Given the product [NH:6]1[CH:5]=[C:4]([CH2:3][CH2:2][NH:1][C:12]2[C:17]([C:18]#[N:19])=[CH:16][N:15]=[C:14]3[S:20][C:21]([C:23]4[CH:24]=[CH:25][CH:26]=[CH:27][CH:28]=4)=[CH:22][C:13]=23)[N:8]=[CH:7]1, predict the reactants needed to synthesize it. The reactants are: [NH2:1][CH2:2][CH2:3][C:4]1[N:8]=[CH:7][NH:6][CH:5]=1.[H-].[Na+].Cl[C:12]1[C:17]([C:18]#[N:19])=[CH:16][N:15]=[C:14]2[S:20][C:21]([C:23]3[CH:28]=[CH:27][CH:26]=[CH:25][CH:24]=3)=[CH:22][C:13]=12.C(OCC)(=O)C. (5) Given the product [F:6][C:7]1[CH:8]=[C:9]([CH:15]([CH2:19][CH:20]2[CH2:25][CH2:24][O:23][CH2:22][CH2:21]2)[C:16]([N:4]([O:3][CH3:2])[CH3:5])=[O:18])[CH:10]=[CH:11][C:12]=1[S:13][CH3:14], predict the reactants needed to synthesize it. The reactants are: Cl.[CH3:2][O:3][NH:4][CH3:5].[F:6][C:7]1[CH:8]=[C:9]([CH:15]([CH2:19][CH:20]2[CH2:25][CH2:24][O:23][CH2:22][CH2:21]2)[C:16]([OH:18])=O)[CH:10]=[CH:11][C:12]=1[S:13][CH3:14].Cl.CN(C)CCCN=C=NCC.ON1C2C=CC=CC=2N=N1. (6) Given the product [CH2:15]([C:22]1[CH:30]=[CH:29][CH:28]=[CH:27][C:23]=1[C:24]([NH:14][CH2:13][CH2:12][C:6]1[C:5]2[C:9](=[CH:10][CH:11]=[C:3]([Cl:2])[CH:4]=2)[NH:8][CH:7]=1)=[O:25])[C:16]1[CH:17]=[CH:18][CH:19]=[CH:20][CH:21]=1, predict the reactants needed to synthesize it. The reactants are: Cl.[Cl:2][C:3]1[CH:4]=[C:5]2[C:9](=[CH:10][CH:11]=1)[NH:8][CH:7]=[C:6]2[CH2:12][CH2:13][NH2:14].[CH2:15]([C:22]1[CH:30]=[CH:29][CH:28]=[CH:27][C:23]=1[C:24](O)=[O:25])[C:16]1[CH:21]=[CH:20][CH:19]=[CH:18][CH:17]=1.CN(C(ON1N=NC2C=CC=NC1=2)=[N+](C)C)C.F[P-](F)(F)(F)(F)F.C(N(CC)C(C)C)(C)C. (7) Given the product [NH2:11][C:6]1[C:5]2[C:9](=[CH:10][C:2]([C:32]3[CH:33]=[CH:34][C:29]([S:26]([N:23]4[CH2:24][CH2:25][C:19]5([O:18][CH2:17][C:16](=[O:44])[N:15]([CH:12]6[CH2:13][CH2:14]6)[CH2:20]5)[CH2:21][CH2:22]4)(=[O:28])=[O:27])=[CH:30][CH:31]=3)=[CH:3][CH:4]=2)[NH:8][N:7]=1, predict the reactants needed to synthesize it. The reactants are: Br[C:2]1[CH:10]=[C:9]2[C:5]([C:6]([NH2:11])=[N:7][NH:8]2)=[CH:4][CH:3]=1.[CH:12]1([N:15]2[CH2:20][C:19]3([CH2:25][CH2:24][N:23]([S:26]([C:29]4[CH:34]=[CH:33][C:32](B5OC(C)(C)C(C)(C)O5)=[CH:31][CH:30]=4)(=[O:28])=[O:27])[CH2:22][CH2:21]3)[O:18][CH2:17][C:16]2=[O:44])[CH2:14][CH2:13]1. (8) Given the product [C:18]([N:15]1[CH2:14][CH2:13][N:12]([C:10]2[CH:9]=[CH:8][C:7]([NH2:21])=[C:6]([N:1]3[CH:5]=[CH:4][N:3]=[CH:2]3)[CH:11]=2)[CH2:17][CH2:16]1)(=[O:20])[CH3:19], predict the reactants needed to synthesize it. The reactants are: [N:1]1([C:6]2[CH:11]=[C:10]([N:12]3[CH2:17][CH2:16][N:15]([C:18](=[O:20])[CH3:19])[CH2:14][CH2:13]3)[CH:9]=[CH:8][C:7]=2[N+:21]([O-])=O)[CH:5]=[CH:4][N:3]=[CH:2]1.[H][H]. (9) Given the product [ClH:22].[CH:1]1([N:5]([C:14]([C:16]2[N:17]=[CH:18][N:19]([CH3:21])[CH:20]=2)=[O:15])[CH2:6][C:7]([OH:9])=[O:8])[CH2:4][CH2:3][CH2:2]1, predict the reactants needed to synthesize it. The reactants are: [CH:1]1([N:5]([C:14]([C:16]2[N:17]=[CH:18][N:19]([CH3:21])[CH:20]=2)=[O:15])[CH2:6][C:7]([O:9]C(C)(C)C)=[O:8])[CH2:4][CH2:3][CH2:2]1.[ClH:22].C(OCC)(=O)C. (10) Given the product [CH3:1][Si:2]1([CH3:7])[CH2:6][CH:5]2[CH:4]([N:51]2[S:48]([C:45]2[CH:46]=[CH:47][C:42]([CH3:41])=[CH:43][CH:44]=2)(=[O:49])=[O:50])[CH2:3]1, predict the reactants needed to synthesize it. The reactants are: [CH3:1][Si:2]1([CH3:7])[CH2:6][CH:5]=[CH:4][CH2:3]1.[Br-].[Br-].[Br-].C1([N+](C)(C)C)C=CC=CC=1.C1([N+](C)(C)C)C=CC=CC=1.C1([N+](C)(C)C)C=CC=CC=1.[CH3:41][C:42]1[CH:43]=[CH:44][C:45]([S:48]([NH:51]Cl)(=[O:50])=[O:49])=[CH:46][CH:47]=1.